Task: Regression/Classification. Given a drug SMILES string, predict its absorption, distribution, metabolism, or excretion properties. Task type varies by dataset: regression for continuous measurements (e.g., permeability, clearance, half-life) or binary classification for categorical outcomes (e.g., BBB penetration, CYP inhibition). Dataset: cyp2c19_veith.. Dataset: CYP2C19 inhibition data for predicting drug metabolism from PubChem BioAssay The compound is CO/N=C\C[C@@H]1C=C[C@H](OC(C)=O)[C@H](COC(C)=O)O1. The result is 0 (non-inhibitor).